Dataset: Full USPTO retrosynthesis dataset with 1.9M reactions from patents (1976-2016). Task: Predict the reactants needed to synthesize the given product. (1) Given the product [CH2:33]([N:35]([CH3:37])[CH2:36][CH2:13][CH2:14][C:15]1[CH:23]=[CH:22][CH:21]=[C:20]2[C:16]=1[C:17]([S:24]([C:27]1[CH:32]=[CH:31][CH:30]=[CH:29][CH:28]=1)(=[O:26])=[O:25])=[CH:18][NH:19]2)[CH3:34], predict the reactants needed to synthesize it. The reactants are: CC1C=CC(S(OC[CH2:13][CH2:14][C:15]2[CH:23]=[CH:22][CH:21]=[C:20]3[C:16]=2[C:17]([S:24]([C:27]2[CH:32]=[CH:31][CH:30]=[CH:29][CH:28]=2)(=[O:26])=[O:25])=[CH:18][NH:19]3)(=O)=O)=CC=1.[CH2:33]([NH:35][CH3:36])[CH3:34].[CH2:37]1COCC1. (2) The reactants are: Cl[C:2]1[N:3]=[CH:4][C:5]2[CH:10]=[CH:9][N:8]([CH2:11][C:12]3[CH:17]=[CH:16][CH:15]=[C:14]([N+:18]([O-:20])=[O:19])[CH:13]=3)[C:6]=2[N:7]=1.[CH3:21][N:22]1[CH:26]=[C:25]([NH2:27])[CH:24]=[N:23]1.Cl. Given the product [CH3:21][N:22]1[CH:26]=[C:25]([NH:27][C:2]2[N:3]=[CH:4][C:5]3[CH:10]=[CH:9][N:8]([CH2:11][C:12]4[CH:17]=[CH:16][CH:15]=[C:14]([N+:18]([O-:20])=[O:19])[CH:13]=4)[C:6]=3[N:7]=2)[CH:24]=[N:23]1, predict the reactants needed to synthesize it. (3) Given the product [CH2:18]([N:25]([CH2:32][CH2:33][CH2:34][N:9]1[CH2:10][CH:11]([OH:12])[C:5]([CH:1]2[CH2:2][CH2:3][CH2:4]2)([OH:17])[C:6]2[CH:16]=[CH:15][CH:14]=[CH:13][C:7]=2[CH2:8]1)[C:26](=[O:31])[C:27]([F:28])([F:29])[F:30])[C:19]1[CH:20]=[CH:21][CH:22]=[CH:23][CH:24]=1, predict the reactants needed to synthesize it. The reactants are: [CH:1]1([C:5]2([OH:17])[CH:11]([OH:12])[CH2:10][NH:9][CH2:8][C:7]3[CH:13]=[CH:14][CH:15]=[CH:16][C:6]2=3)[CH2:4][CH2:3][CH2:2]1.[CH2:18]([N:25]([CH2:32][CH2:33][CH:34]=O)[C:26](=[O:31])[C:27]([F:30])([F:29])[F:28])[C:19]1[CH:24]=[CH:23][CH:22]=[CH:21][CH:20]=1.[BH3-]C#N.[Na+].Cl. (4) Given the product [Cl:1][C:2]1[CH:3]=[C:4]2[C:5](=[CH:6][C:7]=1[Cl:8])[NH:9][C:13](=[O:14])[C:12]([C:18]1[S:19][CH:20]=[CH:21][CH:22]=1)=[N:10]2, predict the reactants needed to synthesize it. The reactants are: [Cl:1][C:2]1[CH:3]=[C:4]([NH2:10])[C:5]([NH2:9])=[CH:6][C:7]=1[Cl:8].O=[C:12]([C:18]1[S:19][CH:20]=[CH:21][CH:22]=1)[C:13](OCC)=[O:14]. (5) Given the product [OH:1][C@@H:2]([C:4]1[N:15]([C@H:16]2[CH2:21][CH2:20][C@H:19]([CH2:22][C:23]([OH:25])=[O:24])[CH2:18][CH2:17]2)[C:7]2=[C:8]3[S:14][CH:13]=[CH:12][C:9]3=[N:10][CH:11]=[C:6]2[N:5]=1)[CH3:3], predict the reactants needed to synthesize it. The reactants are: [OH:1][C@@H:2]([C:4]1[N:15]([C@H:16]2[CH2:21][CH2:20][C@H:19]([CH2:22][C:23]([O:25]CC)=[O:24])[CH2:18][CH2:17]2)[C:7]2=[C:8]3[S:14][CH:13]=[CH:12][C:9]3=[N:10][CH:11]=[C:6]2[N:5]=1)[CH3:3].O.[OH-].[Li+].CO.Cl. (6) Given the product [CH2:14]([O:13][C:11]1[CH:10]=[CH:9][C:8]([S:21](=[O:23])(=[O:22])[NH:24][C:25]2[CH:26]=[CH:27][C:28]3[CH2:32][O:31][B:30]([OH:33])[C:29]=3[CH:34]=2)=[C:7]([NH:6][C:3](=[O:4])[CH2:2][Cl:1])[CH:12]=1)[C:15]1[CH:16]=[CH:17][CH:18]=[CH:19][CH:20]=1, predict the reactants needed to synthesize it. The reactants are: [Cl:1][CH2:2][C:3](Cl)=[O:4].[NH2:6][C:7]1[CH:12]=[C:11]([O:13][CH2:14][C:15]2[CH:20]=[CH:19][CH:18]=[CH:17][CH:16]=2)[CH:10]=[CH:9][C:8]=1[S:21]([NH:24][C:25]1[CH:26]=[CH:27][C:28]2[CH2:32][O:31][B:30]([OH:33])[C:29]=2[CH:34]=1)(=[O:23])=[O:22]. (7) Given the product [CH:17]1([C:2]2[N:7]=[CH:6][C:5]([C:8]#[C:9][C:10]3[N:11]=[C:12]([CH3:15])[S:13][CH:14]=3)=[CH:4][N:3]=2)[CH2:22][CH2:21][CH2:20][CH2:19][CH2:18]1, predict the reactants needed to synthesize it. The reactants are: Cl[C:2]1[N:7]=[CH:6][C:5]([C:8]#[C:9][C:10]2[N:11]=[C:12]([CH3:15])[S:13][CH:14]=2)=[CH:4][N:3]=1.[Br-].[CH:17]1([Zn+])[CH2:22][CH2:21][CH2:20][CH2:19][CH2:18]1.C1COCC1. (8) Given the product [CH:21]1([N:13]([C:4]2[C:5]3[N:6]([C:8]([CH:11]=[O:12])=[CH:9][N:10]=3)[CH:7]=[C:2]([C:43]3[CH:44]=[CH:32][CH:33]=[C:34]([CH2:35][N:36]4[CH2:41][CH2:40][O:39][CH2:38][CH2:37]4)[CH:42]=3)[N:3]=2)[C:14](=[O:20])[O:15][C:16]([CH3:19])([CH3:18])[CH3:17])[CH2:23][CH2:22]1, predict the reactants needed to synthesize it. The reactants are: Br[C:2]1[N:3]=[C:4]([N:13]([CH:21]2[CH2:23][CH2:22]2)[C:14](=[O:20])[O:15][C:16]([CH3:19])([CH3:18])[CH3:17])[C:5]2[N:6]([C:8]([CH:11]=[O:12])=[CH:9][N:10]=2)[CH:7]=1.CC1(C)C(C)(C)OB([C:32]2[CH:33]=[C:34]([CH:42]=[CH:43][CH:44]=2)[CH2:35][N:36]2[CH2:41][CH2:40][O:39][CH2:38][CH2:37]2)O1.C([O-])([O-])=O.[Na+].[Na+]. (9) The reactants are: P(Cl)(Cl)(Cl)=O.[C:6]([NH:9][N:10]=[C:11]([CH3:17])[C:12]([O:14][CH2:15][CH3:16])=[O:13])(=O)N.[OH-].[Na+].Cl.CN(C)[CH:23]=[O:24]. Given the product [CH:23]([C:17]1[C:11]([C:12]([O:14][CH2:15][CH3:16])=[O:13])=[N:10][NH:9][CH:6]=1)=[O:24], predict the reactants needed to synthesize it. (10) The reactants are: Br[C:2]1[CH:8]=[C:7]([CH:9]([CH3:11])[CH3:10])[C:5]([NH2:6])=[C:4]([CH:12]([CH3:14])[CH3:13])[CH:3]=1.O.[O-]P([O-])([O-])=O.[K+].[K+].[K+]. Given the product [CH:12]([C:4]1[CH:3]=[C:2]([C:2]2[CH:8]=[CH:7][CH:5]=[CH:4][CH:3]=2)[CH:8]=[C:7]([CH:9]([CH3:11])[CH3:10])[C:5]=1[NH2:6])([CH3:14])[CH3:13], predict the reactants needed to synthesize it.